This data is from Forward reaction prediction with 1.9M reactions from USPTO patents (1976-2016). The task is: Predict the product of the given reaction. (1) Given the reactants [Br:1][C:2]1[CH:7]=[CH:6][C:5]([S:8](Cl)(=[O:10])=[O:9])=[C:4](F)[C:3]=1[CH:13]([F:15])[F:14].[Cl:16]C1C([N+]([O-])=O)=CC=CC=1C=O.[F:28][C:29]([F:34])([F:33])[C@@H:30]([NH2:32])[CH3:31], predict the reaction product. The product is: [Br:1][C:2]1[CH:7]=[CH:6][C:5]([S:8]([NH:32][C@@H:30]([CH3:31])[C:29]([F:34])([F:33])[F:28])(=[O:10])=[O:9])=[C:4]([Cl:16])[C:3]=1[CH:13]([F:15])[F:14]. (2) Given the reactants COC1C=CC(CNC2C(/[CH:19]=[CH:20]/[C:21]([NH:23][CH2:24][CH:25]3[CH2:30][CH2:29][CH2:28][CH2:27][CH2:26]3)=[O:22])=CC3C(=CC=C(Br)C=3)N=2)=CC=1.CC1C=CC(S(NN)(=O)=O)=CC=1.C([O-])(=O)C.[Na+], predict the reaction product. The product is: [CH:25]1([CH2:24][NH:23][C:21](=[O:22])[CH2:20][CH3:19])[CH2:30][CH2:29][CH2:28][CH2:27][CH2:26]1. (3) Given the reactants [C:1]([O:5][C:6]([N:8]([C:13]1[CH:25]=[CH:24][C:16]([C:17]([O:19][CH2:20][C:21]([OH:23])=[O:22])=[O:18])=[CH:15][C:14]=1[O:26][CH2:27][CH:28]1[CH2:30][CH2:29]1)[S:9]([CH3:12])(=[O:11])=[O:10])=[O:7])([CH3:4])([CH3:3])[CH3:2].[Cl:31][C:32]1[CH:33]=[N+:34]([O-:57])[CH:35]=[C:36]([Cl:56])[C:37]=1[CH2:38][C@@H:39]([C:41]1[CH:46]=[CH:45][C:44]([O:47][CH:48]([F:50])[F:49])=[C:43]([O:51][CH2:52][CH:53]2[CH2:55][CH2:54]2)[CH:42]=1)O.C(Cl)CCl, predict the reaction product. The product is: [C:1]([O:5][C:6]([N:8]([C:13]1[CH:25]=[CH:24][C:16]([C:17]([O:19][CH2:20][C:21]([O:23][C@H:39]([C:41]2[CH:46]=[CH:45][C:44]([O:47][CH:48]([F:49])[F:50])=[C:43]([O:51][CH2:52][CH:53]3[CH2:54][CH2:55]3)[CH:42]=2)[CH2:38][C:37]2[C:36]([Cl:56])=[CH:35][N+:34]([O-:57])=[CH:33][C:32]=2[Cl:31])=[O:22])=[O:18])=[CH:15][C:14]=1[O:26][CH2:27][CH:28]1[CH2:29][CH2:30]1)[S:9]([CH3:12])(=[O:11])=[O:10])=[O:7])([CH3:4])([CH3:2])[CH3:3]. (4) The product is: [F:40][CH:2]([F:1])[CH2:3][N:4]1[CH2:5][CH2:6][CH:7]([C:10]2[CH:15]=[CH:14][C:13]([C:16]3[NH:17][C:18]4[C:23]([N:24]=3)=[C:22]([C:25]3[CH:26]=[CH:27][C:28]([O:33][CH:34]5[CH2:39][CH2:38][N:37]([C:42](=[O:41])[CH2:43][OH:44])[CH2:36][CH2:35]5)=[C:29]([CH:32]=3)[C:30]#[N:31])[N:21]=[CH:20][N:19]=4)=[CH:12][CH:11]=2)[CH2:8][CH2:9]1. Given the reactants [F:1][CH:2]([F:40])[CH2:3][N:4]1[CH2:9][CH2:8][CH:7]([C:10]2[CH:15]=[CH:14][C:13]([C:16]3[NH:17][C:18]4[C:23]([N:24]=3)=[C:22]([C:25]3[CH:26]=[CH:27][C:28]([O:33][CH:34]5[CH2:39][CH2:38][NH:37][CH2:36][CH2:35]5)=[C:29]([CH:32]=3)[C:30]#[N:31])[N:21]=[CH:20][N:19]=4)=[CH:12][CH:11]=2)[CH2:6][CH2:5]1.[OH:41][CH2:42][C:43](O)=[O:44].CCN(C(C)C)C(C)C.CN(C(ON1N=NC2C=CC=NC1=2)=[N+](C)C)C.F[P-](F)(F)(F)(F)F, predict the reaction product. (5) Given the reactants [C:1]([C:3]1[C:4]([NH:18][C:19]2[CH:20]=[C:21]([CH:27]=[CH:28][C:29]=2[CH3:30])[C:22]([NH:24][O:25][CH3:26])=[O:23])=[N:5][C:6]([S:16][CH3:17])=[N:7][C:8]=1[N:9]([CH2:11][C:12]([CH3:15])([CH3:14])[CH3:13])[CH3:10])#[N:2].I([O-])(=O)(=O)=[O:32].[Na+], predict the reaction product. The product is: [C:1]([C:3]1[C:4]([NH:18][C:19]2[CH:20]=[C:21]([CH:27]=[CH:28][C:29]=2[CH3:30])[C:22]([NH:24][O:25][CH3:26])=[O:23])=[N:5][C:6]([S:16]([CH3:17])=[O:32])=[N:7][C:8]=1[N:9]([CH2:11][C:12]([CH3:13])([CH3:14])[CH3:15])[CH3:10])#[N:2]. (6) Given the reactants [CH2:1]1[C:13]2[NH:12][C:11]3[C:6](=[CH:7][CH:8]=[CH:9][CH:10]=3)[C:5]=2[CH2:4][CH2:3][NH:2]1.[BH3-][C:15]#N.[Na+].C=O.Cl, predict the reaction product. The product is: [CH3:15][N:2]1[CH2:3][CH2:4][C:5]2[C:6]3[C:11](=[CH:10][CH:9]=[CH:8][CH:7]=3)[NH:12][C:13]=2[CH2:1]1. (7) Given the reactants Br[C:2]1[O:6][C:5]([C:7]2[C:12]([C:13]#[N:14])=[C:11]([C:15]3[CH:20]=[CH:19][C:18]([OH:21])=[CH:17][C:16]=3[F:22])[N:10]=[C:9]3[NH:23][N:24]=[C:25]([CH3:26])[C:8]=23)=[CH:4][CH:3]=1.[CH3:27][N:28]1[CH2:33][CH2:32][N:31]([CH:34]2[CH2:39][CH2:38][NH:37][CH2:36][CH2:35]2)[CH2:30][CH2:29]1, predict the reaction product. The product is: [F:22][C:16]1[CH:17]=[C:18]([OH:21])[CH:19]=[CH:20][C:15]=1[C:11]1[N:10]=[C:9]2[NH:23][N:24]=[C:25]([CH3:26])[C:8]2=[C:7]([C:5]2[O:6][C:2]([N:37]3[CH2:36][CH2:35][CH:34]([N:31]4[CH2:30][CH2:29][N:28]([CH3:27])[CH2:33][CH2:32]4)[CH2:39][CH2:38]3)=[CH:3][CH:4]=2)[C:12]=1[C:13]#[N:14].